This data is from Forward reaction prediction with 1.9M reactions from USPTO patents (1976-2016). The task is: Predict the product of the given reaction. (1) Given the reactants [F:1][C:2]1[N:7]=[CH:6][C:5]([NH:8]C(=O)[O-])=[C:4]([I:12])[CH:3]=1.C(O)(C(F)(F)F)=O, predict the reaction product. The product is: [F:1][C:2]1[N:7]=[CH:6][C:5]([NH2:8])=[C:4]([I:12])[CH:3]=1. (2) Given the reactants [F:1][C:2]1[CH:9]=[CH:8][C:5]([CH:6]=[O:7])=[CH:4][CH:3]=1.[C-]#N.[Na+], predict the reaction product. The product is: [F:1][C:2]1[CH:9]=[CH:8][C:5]([C:6](=[O:7])[CH:6]([C:5]2[CH:8]=[CH:9][C:2]([F:1])=[CH:3][CH:4]=2)[OH:7])=[CH:4][CH:3]=1. (3) Given the reactants CS(O[CH:6]1[CH2:10][CH2:9][N:8]([C:11]2[CH:16]=[CH:15][C:14]([N+:17]([O-:19])=[O:18])=[CH:13][CH:12]=2)[CH2:7]1)(=O)=O.[NH:20]1[CH:24]=[CH:23][N:22]=[CH:21]1, predict the reaction product. The product is: [N+:17]([C:14]1[CH:15]=[CH:16][C:11]([N:8]2[CH2:9][CH2:10][CH:6]([N:20]3[CH:24]=[CH:23][N:22]=[CH:21]3)[CH2:7]2)=[CH:12][CH:13]=1)([O-:19])=[O:18].